Dataset: Forward reaction prediction with 1.9M reactions from USPTO patents (1976-2016). Task: Predict the product of the given reaction. (1) The product is: [C:1]([O:5][C:6]([C:8]1[CH:12]=[CH:11][N:10]([CH2:32][CH:15]([O:7][C:6](=[O:5])[CH3:8])[CH2:16][O:17][C:18]2[CH:19]=[CH:20][C:21]([CH2:24][CH2:25][CH2:26][CH2:27][CH2:28][CH2:29][CH2:30][CH3:31])=[CH:22][CH:23]=2)[CH:9]=1)=[O:7])([CH3:4])([CH3:2])[CH3:3]. Given the reactants [C:1]([O:5][C:6]([C:8]1[CH:12]=[CH:11][NH:10][CH:9]=1)=[O:7])([CH3:4])([CH3:3])[CH3:2].BrC[CH:15]([CH2:32]C([O-])=O)[CH2:16][O:17][C:18]1[CH:23]=[CH:22][C:21]([CH2:24][CH2:25][CH2:26][CH2:27][CH2:28][CH2:29][CH2:30][CH3:31])=[CH:20][CH:19]=1, predict the reaction product. (2) The product is: [Cl:11][C:9]1[CH:10]=[C:6]([C:4]([OH:5])=[O:3])[NH:7][C:8]=1[CH3:12]. Given the reactants C([O:3][C:4]([C:6]1[NH:7][C:8]([CH3:12])=[C:9]([Cl:11])[CH:10]=1)=[O:5])C.[OH-].[Li+], predict the reaction product. (3) Given the reactants [Cl:1][C:2]1[CH:3]=[C:4]([CH:26]=[CH:27][C:28]=1[F:29])[NH:5][C:6]1[C:15]2[C:10](=[CH:11][C:12]([O:24][CH3:25])=[CH:13][C:14]=2[O:16][CH2:17][C@@H:18]2[NH:22][CH2:21][C@H:20]([OH:23])[CH2:19]2)[N:9]=[CH:8][N:7]=1.[CH3:30][N:31]([CH3:36])[CH2:32][C:33](O)=[O:34], predict the reaction product. The product is: [Cl:1][C:2]1[CH:3]=[C:4]([CH:26]=[CH:27][C:28]=1[F:29])[NH:5][C:6]1[C:15]2[C:10](=[CH:11][C:12]([O:24][CH3:25])=[CH:13][C:14]=2[O:16][CH2:17][C@@H:18]2[N:22]([C:33](=[O:34])[CH2:32][N:31]([CH3:36])[CH3:30])[CH2:21][C@H:20]([OH:23])[CH2:19]2)[N:9]=[CH:8][N:7]=1. (4) Given the reactants C[C:2]1[CH:7]=[C:6](C2N=C(C)ON=2)[CH:5]=[CH:4][C:3]=1[C:14]1[CH:19]=[CH:18][C:17](C(O)=O)=[CH:16][CH:15]=1.C([N:25](CC)CC)C.CS(Cl)(=O)=O.C[N:36]([CH:38]=[O:39])C, predict the reaction product. The product is: [NH2:25][C:6]1[CH:5]=[CH:4][C:3]([C:14]2[CH:19]=[CH:18][C:17]([C:38]([NH2:36])=[O:39])=[CH:16][CH:15]=2)=[CH:2][CH:7]=1. (5) Given the reactants Cl[CH2:2][CH2:3][CH2:4][Si:5]([CH2:14][C:15](=[CH2:17])[CH3:16])([CH2:10][C:11](=[CH2:13])[CH3:12])[CH2:6][C:7](=[CH2:9])[CH3:8].[N-:18]=[N+:19]=[N-:20].[Na+], predict the reaction product. The product is: [N:18]([CH2:2][CH2:3][CH2:4][Si:5]([CH2:14][C:15](=[CH2:17])[CH3:16])([CH2:10][C:11](=[CH2:13])[CH3:12])[CH2:6][C:7](=[CH2:9])[CH3:8])=[N+:19]=[N-:20]. (6) The product is: [F:20][C:21]1[CH:22]=[CH:23][C:24]([S:27]([N:30]([CH3:31])[CH2:32][C:33]([NH:19][CH2:18][C:4]2[CH:5]=[C:6]([C:8]3[CH:9]=[CH:10][C:11]([C:14]([F:16])([F:17])[F:15])=[CH:12][CH:13]=3)[CH:7]=[C:2]([F:1])[CH:3]=2)=[O:34])(=[O:28])=[O:29])=[CH:25][CH:26]=1. Given the reactants [F:1][C:2]1[CH:3]=[C:4]([CH2:18][NH2:19])[CH:5]=[C:6]([C:8]2[CH:13]=[CH:12][C:11]([C:14]([F:17])([F:16])[F:15])=[CH:10][CH:9]=2)[CH:7]=1.[F:20][C:21]1[CH:26]=[CH:25][C:24]([S:27]([N:30]([CH2:32][C:33](O)=[O:34])[CH3:31])(=[O:29])=[O:28])=[CH:23][CH:22]=1.CN(C(ON1N=NC2C=CC=NC1=2)=[N+](C)C)C.F[P-](F)(F)(F)(F)F.C(N(CC)C(C)C)(C)C.OS([O-])(=O)=O.[K+], predict the reaction product. (7) Given the reactants C(N=C=NCCCN(C)C)C.[O:12]=[C:13]1[C:18]([C:25]2[CH:30]=[CH:29][CH:28]=[CH:27][CH:26]=2)([C:19]2[CH:24]=[CH:23][CH:22]=[CH:21][CH:20]=2)[CH2:17][CH2:16][CH2:15][N:14]1[CH2:31][C:32](O)=[O:33].[NH:35]1[CH2:40][CH2:39][CH:38]([N:41]2[C:45]3[CH:46]=[CH:47][C:48]([C:50]([F:53])([F:52])[F:51])=[CH:49][C:44]=3[N:43]=[N:42]2)[CH2:37][CH2:36]1, predict the reaction product. The product is: [O:33]=[C:32]([N:35]1[CH2:40][CH2:39][CH:38]([N:41]2[C:45]3[CH:46]=[CH:47][C:48]([C:50]([F:53])([F:51])[F:52])=[CH:49][C:44]=3[N:43]=[N:42]2)[CH2:37][CH2:36]1)[CH2:31][N:14]1[CH2:15][CH2:16][CH2:17][C:18]([C:25]2[CH:26]=[CH:27][CH:28]=[CH:29][CH:30]=2)([C:19]2[CH:24]=[CH:23][CH:22]=[CH:21][CH:20]=2)[C:13]1=[O:12]. (8) Given the reactants [CH3:1][CH2:2][C:3]1[CH:4]=[CH:5][CH:6]=[C:7]2[C:11]3[CH2:12][CH2:13][O:14][C:15]([CH2:18][C:19]([OH:21])=[O:20])([CH2:16][CH3:17])[C:10]=3[NH:9][C:8]=12.[OH-].[Na+:23], predict the reaction product. The product is: [CH3:1][CH2:2][C:3]1[C:8]2[NH:9][C:10]3[C:15]([CH2:18][C:19]([O-:21])=[O:20])([CH2:16][CH3:17])[O:14][CH2:13][CH2:12][C:11]=3[C:7]=2[CH:6]=[CH:5][CH:4]=1.[Na+:23]. (9) Given the reactants [O:1]1[CH2:3][C@@H:2]1[CH2:4][N:5]1[CH2:10][CH2:9][N:8]([C:11]([O:13][C:14]([CH3:17])([CH3:16])[CH3:15])=[O:12])[CH2:7][CH2:6]1.[NH3:18], predict the reaction product. The product is: [NH2:18][CH2:3][C@@H:2]([OH:1])[CH2:4][N:5]1[CH2:10][CH2:9][N:8]([C:11]([O:13][C:14]([CH3:17])([CH3:16])[CH3:15])=[O:12])[CH2:7][CH2:6]1.